Dataset: Catalyst prediction with 721,799 reactions and 888 catalyst types from USPTO. Task: Predict which catalyst facilitates the given reaction. (1) Reactant: [F:1][C:2]([F:18])([F:17])[CH:3]1[CH2:8][CH2:7][N:6]([C:9]2[N:14]=[CH:13][N:12]=[C:11]([CH2:15][NH2:16])[CH:10]=2)[CH2:5][CH2:4]1.[F:19][C:20]1[CH:25]=[CH:24][C:23]([S:26]([N:29]([CH2:33][C:34](O)=[O:35])[CH:30]([CH3:32])[CH3:31])(=[O:28])=[O:27])=[CH:22][CH:21]=1.CN(C(ON1N=NC2C=CC=NC1=2)=[N+](C)C)C.F[P-](F)(F)(F)(F)F.CCN(C(C)C)C(C)C. Product: [F:19][C:20]1[CH:21]=[CH:22][C:23]([S:26]([N:29]([CH2:33][C:34]([NH:16][CH2:15][C:11]2[CH:10]=[C:9]([N:6]3[CH2:7][CH2:8][CH:3]([C:2]([F:17])([F:1])[F:18])[CH2:4][CH2:5]3)[N:14]=[CH:13][N:12]=2)=[O:35])[CH:30]([CH3:31])[CH3:32])(=[O:27])=[O:28])=[CH:24][CH:25]=1. The catalyst class is: 2. (2) Reactant: [CH3:1][C:2]1[C:3]([N:16]2[CH:20]=[C:19]([C:21]([F:24])([F:23])[F:22])[N:18]=[CH:17]2)=[N:4][C:5]2[N:6]([N:8]=[CH:9][C:10]=2[C:11](OCC)=[O:12])[CH:7]=1.Cl.[NH2:26][C@@H:27]([C:32]1[CH:37]=[CH:36][C:35]([O:38][C:39]([F:42])([F:41])[F:40])=[CH:34][CH:33]=1)[C:28]([CH3:31])([OH:30])[CH3:29].C[Al](C)C.C1(C)C=CC=CC=1.C(=O)([O-])O.[Na+]. Product: [OH:30][C:28]([CH3:31])([CH3:29])[C@@H:27]([NH:26][C:11]([C:10]1[CH:9]=[N:8][N:6]2[CH:7]=[C:2]([CH3:1])[C:3]([N:16]3[CH:20]=[C:19]([C:21]([F:24])([F:22])[F:23])[N:18]=[CH:17]3)=[N:4][C:5]=12)=[O:12])[C:32]1[CH:33]=[CH:34][C:35]([O:38][C:39]([F:40])([F:41])[F:42])=[CH:36][CH:37]=1. The catalyst class is: 11. (3) Reactant: [Br:1][C:2]1[CH:7]=[CH:6][C:5]([C:8]([C:10]([C:12]2[CH:17]=[CH:16][C:15]([Br:18])=[CH:14][CH:13]=2)=O)=O)=[CH:4][CH:3]=1.[C:19]1([NH2:26])[CH:24]=[CH:23][CH:22]=[CH:21][C:20]=1[NH2:25]. Product: [Br:1][C:2]1[CH:7]=[CH:6][C:5]([C:8]2[C:10]([C:12]3[CH:17]=[CH:16][C:15]([Br:18])=[CH:14][CH:13]=3)=[N:26][C:19]3[C:20](=[CH:21][CH:22]=[CH:23][CH:24]=3)[N:25]=2)=[CH:4][CH:3]=1. The catalyst class is: 22. (4) Reactant: C([O:5][C:6](=[O:19])[CH:7]=[C:8]1[CH2:13][CH2:12][CH:11]([C:14]([O:16][CH2:17][CH3:18])=[O:15])[CH2:10][CH2:9]1)(C)(C)C.C(O)(C(F)(F)F)=O. Product: [CH2:17]([O:16][C:14]([CH:11]1[CH2:12][CH2:13][C:8](=[CH:7][C:6]([OH:19])=[O:5])[CH2:9][CH2:10]1)=[O:15])[CH3:18]. The catalyst class is: 2. (5) Reactant: C[Si](C)(C)N[Si](C)(C)C.[Na].[Br-].[CH2:12]([P+](C1C=CC=CC=1)(C1C=CC=CC=1)C1C=CC=CC=1)[CH2:13][CH3:14].[CH:34]([C@@H:36]1[CH2:41][CH2:40][C@H:39]([NH:42][C:43](=[O:49])[O:44][C:45]([CH3:48])([CH3:47])[CH3:46])[CH2:38][CH2:37]1)=O.[Cl-].[NH4+]. Product: [CH:34](/[C@@H:36]1[CH2:41][CH2:40][C@H:39]([NH:42][C:43](=[O:49])[O:44][C:45]([CH3:48])([CH3:47])[CH3:46])[CH2:38][CH2:37]1)=[CH:12]/[CH2:13][CH3:14]. The catalyst class is: 7. (6) Reactant: [CH3:1][O:2][C:3]1[CH:8]=[CH:7][N:6]=[C:5]([C:9](=O)[CH2:10][C:11]([O:13][CH3:14])=[O:12])[N:4]=1.C1C(=O)N(I)C(=O)C1.[NH2:24][C:25]([NH2:27])=[S:26].CO. Product: [NH2:27][C:25]1[S:26][C:10]([C:11]([O:13][CH3:14])=[O:12])=[C:9]([C:5]2[N:4]=[C:3]([O:2][CH3:1])[CH:8]=[CH:7][N:6]=2)[N:24]=1. The catalyst class is: 25.